From a dataset of Reaction yield outcomes from USPTO patents with 853,638 reactions. Predict the reaction yield, written as a fraction of the theoretical maximum amount of product (1.0 means a 100% yield; for example, 0.34 means a 34% yield). (1) The reactants are [CH2:1]([O:8][C:9]1[CH:10]=[C:11]([CH:14]=[CH:15][CH:16]=1)[CH2:12][OH:13])[C:2]1[CH:7]=[CH:6][CH:5]=[CH:4][CH:3]=1.C(=O)([O-])O.[Na+].[I:22]Cl. The catalyst is CO. The product is [CH2:1]([O:8][C:9]1[CH:16]=[CH:15][C:14]([I:22])=[C:11]([CH:10]=1)[CH2:12][OH:13])[C:2]1[CH:3]=[CH:4][CH:5]=[CH:6][CH:7]=1. The yield is 0.710. (2) The reactants are [Br:1][C:2]1[CH:3]=[C:4]([C:8]([OH:10])=O)[O:5][C:6]=1[Br:7].C1CN([P+](Br)(N2CCCC2)N2CCCC2)CC1.F[P-](F)(F)(F)(F)F.C(N(C(C)C)CC)(C)C.[NH2:44][CH:45]([CH2:55][C:56]1[CH:61]=[CH:60][CH:59]=[CH:58][CH:57]=1)[CH2:46][NH:47][C:48](=[O:54])[O:49][C:50]([CH3:53])([CH3:52])[CH3:51]. The catalyst is C(Cl)Cl. The product is [Br:1][C:2]1[CH:3]=[C:4]([C:8]([NH:44][CH:45]([CH2:55][C:56]2[CH:57]=[CH:58][CH:59]=[CH:60][CH:61]=2)[CH2:46][NH:47][C:48](=[O:54])[O:49][C:50]([CH3:53])([CH3:51])[CH3:52])=[O:10])[O:5][C:6]=1[Br:7]. The yield is 0.820. (3) The reactants are [OH:1][C:2]1[CH:21]=[CH:20][CH:19]=[CH:18][C:3]=1[C:4]([NH:6][CH:7]([CH3:17])[CH2:8][NH:9]C(=O)OC(C)(C)C)=[O:5]. The catalyst is Cl.CO. The product is [NH2:9][CH2:8][CH:7]([NH:6][C:4](=[O:5])[C:3]1[CH:18]=[CH:19][CH:20]=[CH:21][C:2]=1[OH:1])[CH3:17]. The yield is 0.960. (4) The catalyst is C(Cl)Cl. The reactants are [CH2:1]([NH:8][C:9](=[O:11])[OH:10])[C:2]1[CH:7]=[CH:6][CH:5]=[CH:4][CH:3]=1.[NH:12]1[CH:16]=[CH:15][CH:14]=[N:13]1.C(=O)([O-])[O-].[K+].[K+].[Br:23]Br.O. The product is [CH2:1]([NH:8][C:9](=[O:10])[OH:11])[C:2]1[CH:7]=[CH:6][CH:5]=[CH:4][CH:3]=1.[Br:23][C:16]1[CH:15]=[CH:14][NH:13][N:12]=1. The yield is 0.930. (5) The product is [ClH:1].[S:19]1[CH:20]=[CH:21][C:17]([CH2:16][CH2:15][N:12]2[CH:5]=[C:4]([CH2:3][CH2:2][C:6]3[N:7]=[C:8]([NH2:11])[NH:9][CH:10]=3)[N:14]=[N:13]2)=[CH:18]1. The reactants are [ClH:1].[CH2:2]([C:6]1[N:7]=[C:8]([NH2:11])[NH:9][CH:10]=1)[CH2:3][C:4]#[CH:5].[N:12]([CH2:15][CH2:16][C:17]1[CH:21]=[CH:20][S:19][CH:18]=1)=[N+:13]=[N-:14]. The yield is 0.470. No catalyst specified. (6) The reactants are [CH3:1][C:2]1([CH3:14])[C:6]([CH3:8])([CH3:7])[O:5][B:4]([C:9]2[CH:10]=[N:11][NH:12][CH:13]=2)[O:3]1.CC(OC(/N=N/C(OC(C)C)=O)=O)C.C1(P(C2C=CC=CC=2)C2C=CC=CC=2)C=CC=CC=1.[C:48]([O:52][C:53](=[O:59])[N:54]([CH2:56][CH2:57]O)[CH3:55])([CH3:51])([CH3:50])[CH3:49]. The catalyst is C1COCC1. The product is [CH3:55][N:54]([CH2:56][CH2:57][N:12]1[CH:13]=[C:9]([B:4]2[O:5][C:6]([CH3:7])([CH3:8])[C:2]([CH3:14])([CH3:1])[O:3]2)[CH:10]=[N:11]1)[C:53](=[O:59])[O:52][C:48]([CH3:49])([CH3:51])[CH3:50]. The yield is 0.598. (7) The reactants are Cl[CH2:2][CH2:3][CH:4]1[S:8][C:7]([C:9]2[NH:10][C:11]3[C:16]([CH:17]=2)=[CH:15][CH:14]=[CH:13][C:12]=3[N:18]([CH3:27])[S:19]([C:22]2[S:23][CH:24]=[CH:25][CH:26]=2)(=[O:21])=[O:20])=[N:6][CH2:5]1.C(=O)([O-])[O-].[K+].[K+].[SH:34][CH2:35][C:36]([O:38][CH2:39][CH3:40])=[O:37]. The catalyst is CN(C)C=O.C(OCC)(=O)C. The product is [CH3:27][N:18]([S:19]([C:22]1[S:23][CH:24]=[CH:25][CH:26]=1)(=[O:21])=[O:20])[C:12]1[CH:13]=[CH:14][CH:15]=[C:16]2[C:11]=1[NH:10][C:9]([C:7]1[S:8][CH:4]([CH2:3][CH2:2][S:34][CH2:35][C:36]([O:38][CH2:39][CH3:40])=[O:37])[CH2:5][N:6]=1)=[CH:17]2. The yield is 0.500. (8) The reactants are [OH-].[Li+:2].[Cl:3][C:4]1[CH:29]=[C:28]([Cl:30])[CH:27]=[CH:26][C:5]=1[C:6]([NH:8][C:9]1[CH:18]=[CH:17][C:16]([O:19][CH2:20][C:21]2[S:22][CH:23]=[CH:24][CH:25]=2)=[CH:15][C:10]=1[C:11]([O:13]C)=[O:12])=[O:7]. The catalyst is C1COCC1. The product is [Cl:3][C:4]1[CH:29]=[C:28]([Cl:30])[CH:27]=[CH:26][C:5]=1[C:6]([NH:8][C:9]1[CH:18]=[CH:17][C:16]([O:19][CH2:20][C:21]2[S:22][CH:23]=[CH:24][CH:25]=2)=[CH:15][C:10]=1[C:11]([O-:13])=[O:12])=[O:7].[Li+:2]. The yield is 0.940. (9) The reactants are [F:1][C:2]1[CH:3]=[C:4]([C:11]([CH3:23])([CH3:22])[CH2:12][C:13]([OH:21])([C:17]([F:20])([F:19])[F:18])[C:14](O)=[O:15])[C:5]2[O:9][CH2:8][CH2:7][C:6]=2[CH:10]=1.[Li].C([O-])(O)=O.[Na+]. The catalyst is C1COCC1. The product is [F:1][C:2]1[CH:3]=[C:4]([C:11]([CH3:23])([CH3:22])[CH2:12][C:13]([C:17]([F:20])([F:18])[F:19])([OH:21])[CH2:14][OH:15])[C:5]2[O:9][CH2:8][CH2:7][C:6]=2[CH:10]=1. The yield is 0.737.